From a dataset of CYP1A2 inhibition data for predicting drug metabolism from PubChem BioAssay. Regression/Classification. Given a drug SMILES string, predict its absorption, distribution, metabolism, or excretion properties. Task type varies by dataset: regression for continuous measurements (e.g., permeability, clearance, half-life) or binary classification for categorical outcomes (e.g., BBB penetration, CYP inhibition). Dataset: cyp1a2_veith. (1) The molecule is CNC(=S)N1N=C(c2ccc(OC)cc2)CC1c1ccc(N(C)C)cc1. The result is 1 (inhibitor). (2) The compound is CN1CC[C@@]2(CCCN(C(=O)c3cccn3C)C2)C1. The result is 0 (non-inhibitor). (3) The compound is O=C(c1ccco1)N1CCC[C@@]2(CCN(c3ccncc3)C2)C1. The result is 1 (inhibitor). (4) The compound is CCN(CC)C(=O)C1CC(=O)N(c2ccc(OC)cc2)C1c1ccc(OC)cc1. The result is 0 (non-inhibitor). (5) The molecule is N#Cc1c2n(c3c(=S)nc[nH]c13)CCCCC2. The result is 1 (inhibitor).